Dataset: NCI-60 drug combinations with 297,098 pairs across 59 cell lines. Task: Regression. Given two drug SMILES strings and cell line genomic features, predict the synergy score measuring deviation from expected non-interaction effect. (1) Drug 1: CC1CCC2CC(C(=CC=CC=CC(CC(C(=O)C(C(C(=CC(C(=O)CC(OC(=O)C3CCCCN3C(=O)C(=O)C1(O2)O)C(C)CC4CCC(C(C4)OC)O)C)C)O)OC)C)C)C)OC. Drug 2: CC1C(C(CC(O1)OC2CC(CC3=C2C(=C4C(=C3O)C(=O)C5=C(C4=O)C(=CC=C5)OC)O)(C(=O)CO)O)N)O.Cl. Synergy scores: CSS=29.8, Synergy_ZIP=0.275, Synergy_Bliss=6.39, Synergy_Loewe=0.309, Synergy_HSA=7.20. Cell line: CAKI-1. (2) Drug 1: C1CC(=O)NC(=O)C1N2CC3=C(C2=O)C=CC=C3N. Drug 2: CCC1(CC2CC(C3=C(CCN(C2)C1)C4=CC=CC=C4N3)(C5=C(C=C6C(=C5)C78CCN9C7C(C=CC9)(C(C(C8N6C)(C(=O)OC)O)OC(=O)C)CC)OC)C(=O)OC)O.OS(=O)(=O)O. Cell line: NCIH23. Synergy scores: CSS=13.6, Synergy_ZIP=-1.14, Synergy_Bliss=-0.136, Synergy_Loewe=-17.9, Synergy_HSA=0.375. (3) Drug 1: CC1C(C(CC(O1)OC2CC(OC(C2O)C)OC3=CC4=CC5=C(C(=O)C(C(C5)C(C(=O)C(C(C)O)O)OC)OC6CC(C(C(O6)C)O)OC7CC(C(C(O7)C)O)OC8CC(C(C(O8)C)O)(C)O)C(=C4C(=C3C)O)O)O)O. Drug 2: CCC1(C2=C(COC1=O)C(=O)N3CC4=CC5=C(C=CC(=C5CN(C)C)O)N=C4C3=C2)O.Cl. Cell line: DU-145. Synergy scores: CSS=66.3, Synergy_ZIP=-2.38, Synergy_Bliss=-4.22, Synergy_Loewe=-13.7, Synergy_HSA=-2.30. (4) Synergy scores: CSS=40.8, Synergy_ZIP=1.83, Synergy_Bliss=3.49, Synergy_Loewe=-40.6, Synergy_HSA=2.52. Drug 2: COC1=NC(=NC2=C1N=CN2C3C(C(C(O3)CO)O)O)N. Cell line: OVCAR-5. Drug 1: CCC1=CC2CC(C3=C(CN(C2)C1)C4=CC=CC=C4N3)(C5=C(C=C6C(=C5)C78CCN9C7C(C=CC9)(C(C(C8N6C)(C(=O)OC)O)OC(=O)C)CC)OC)C(=O)OC.C(C(C(=O)O)O)(C(=O)O)O. (5) Cell line: SK-MEL-28. Drug 1: COC1=NC(=NC2=C1N=CN2C3C(C(C(O3)CO)O)O)N. Drug 2: C1=CC=C(C=C1)NC(=O)CCCCCCC(=O)NO. Synergy scores: CSS=6.13, Synergy_ZIP=-5.50, Synergy_Bliss=-13.8, Synergy_Loewe=-60.2, Synergy_HSA=-18.7. (6) Drug 1: C1=NNC2=C1C(=O)NC=N2. Drug 2: C1CNP(=O)(OC1)N(CCCl)CCCl. Cell line: SK-OV-3. Synergy scores: CSS=4.78, Synergy_ZIP=-2.03, Synergy_Bliss=-2.58, Synergy_Loewe=-5.16, Synergy_HSA=-2.42.